From a dataset of Reaction yield outcomes from USPTO patents with 853,638 reactions. Predict the reaction yield, written as a fraction of the theoretical maximum amount of product (1.0 means a 100% yield; for example, 0.34 means a 34% yield). (1) The catalyst is ClCCl. The product is [Cl:1][C:2]1[CH:3]=[CH:4][C:5]([O:24][CH3:25])=[C:6]([C:8]2[C:17]([CH2:18][Cl:37])=[C:16]3[C:11]([NH:12][C:13]([CH3:22])([CH3:23])[C:14](=[O:21])[N:15]3[CH3:20])=[CH:10][CH:9]=2)[CH:7]=1. The reactants are [Cl:1][C:2]1[CH:3]=[CH:4][C:5]([O:24][CH3:25])=[C:6]([C:8]2[C:17]([CH2:18]O)=[C:16]3[C:11]([NH:12][C:13]([CH3:23])([CH3:22])[C:14](=[O:21])[N:15]3[CH3:20])=[CH:10][CH:9]=2)[CH:7]=1.C(N(CC)CC)C.CS([Cl:37])(=O)=O.C(OCC)(=O)C. The yield is 0.810. (2) The reactants are [S:1]1[C:5]([C:6](Cl)=[O:7])=[CH:4][C:3]2[CH:9]=[CH:10][CH:11]=[CH:12][C:2]1=2.[CH3:13][O:14][C:15](=[O:22])[C@H:16]([CH2:18][CH:19]([CH3:21])[CH3:20])[NH2:17].C(N(C(C)C)CC)(C)C.O. The catalyst is C(Cl)Cl. The product is [CH3:13][O:14][C:15](=[O:22])[C@H:16]([CH2:18][CH:19]([CH3:21])[CH3:20])[NH:17][C:6]([C:5]1[S:1][C:2]2[CH:12]=[CH:11][CH:10]=[CH:9][C:3]=2[CH:4]=1)=[O:7]. The yield is 1.00. (3) The reactants are Br[C:2]1[CH:10]=[C:9]2[C:5]([C:6]([C:22]#[N:23])=[C:7]([C:13]3[CH:18]=[CH:17][C:16]([O:19][CH2:20][CH3:21])=[CH:15][CH:14]=3)[N:8]2[CH2:11][CH3:12])=[CH:4][CH:3]=1.BrC1C=C2C(C=CN2)=CC=1.C([O-])([O-])=O.[K+].[K+].[C:40](=[O:47])([O:42][C:43]([CH3:46])([CH3:45])[CH3:44])[NH2:41].CNC1CCCCC1NC. The catalyst is [Cu]I.C1(C)C=CC=CC=1. The product is [C:43]([O:42][C:40](=[O:47])[NH:41][C:2]1[CH:10]=[C:9]2[C:5]([C:6]([C:22]#[N:23])=[C:7]([C:13]3[CH:18]=[CH:17][C:16]([O:19][CH2:20][CH3:21])=[CH:15][CH:14]=3)[N:8]2[CH2:11][CH3:12])=[CH:4][CH:3]=1)([CH3:46])([CH3:45])[CH3:44]. The yield is 0.840. (4) The reactants are [CH2:1]([O:3][CH:4]([CH2:10][C:11]1[CH:12]=[N:13][C:14]2[C:19]([CH:20]=1)=[CH:18][C:17]([O:21][CH2:22][C:23]1[CH:28]=[CH:27][C:26]([N+:29]([O-:31])=[O:30])=[CH:25][CH:24]=1)=[CH:16][CH:15]=2)[C:5]([O:7]CC)=[O:6])[CH3:2].[OH-].[Li+].C(O)(=O)C.C(=O)([O-])O.[Na+]. The catalyst is C(O)C. The product is [CH2:1]([O:3][CH:4]([CH2:10][C:11]1[CH:12]=[N:13][C:14]2[C:19]([CH:20]=1)=[CH:18][C:17]([O:21][CH2:22][C:23]1[CH:24]=[CH:25][C:26]([N+:29]([O-:31])=[O:30])=[CH:27][CH:28]=1)=[CH:16][CH:15]=2)[C:5]([OH:7])=[O:6])[CH3:2]. The yield is 0.710. (5) The reactants are [OH:1][C:2]1[CH:3]=[C:4]([CH2:8][C:9]([O:11][CH3:12])=[O:10])[CH:5]=[CH:6][CH:7]=1.CC1C=CC(S(O[CH2:24][CH2:25][CH2:26][NH:27][C:28]2[C:29](=[O:45])[N:30]([C:41]([CH3:44])([CH3:43])[CH3:42])[S:31](=[O:40])(=[O:39])[C:32]=2[C:33]2[CH:38]=[CH:37][CH:36]=[CH:35][CH:34]=2)(=O)=O)=CC=1. No catalyst specified. The product is [C:41]([N:30]1[C:29](=[O:45])[C:28]([NH:27][CH2:26][CH2:25][CH2:24][O:1][C:2]2[CH:3]=[C:4]([CH2:8][C:9]([O:11][CH3:12])=[O:10])[CH:5]=[CH:6][CH:7]=2)=[C:32]([C:33]2[CH:34]=[CH:35][CH:36]=[CH:37][CH:38]=2)[S:31]1(=[O:39])=[O:40])([CH3:42])([CH3:43])[CH3:44]. The yield is 0.660. (6) The reactants are [Cl:1][C:2]1[C:3]([O:12][C:13]2[CH:18]=[C:17]([O:19][CH:20]([CH3:22])[CH3:21])[CH:16]=[CH:15][C:14]=2/[CH:23]=[CH:24]/[C:25]([OH:27])=O)=[N:4][CH:5]=[C:6]([C:8]([F:11])([F:10])[F:9])[CH:7]=1.[CH3:28][O:29][CH2:30][CH2:31][CH2:32][S:33]([NH2:36])(=[O:35])=[O:34].N12CCCN=C1CCCCC2. The catalyst is O1CCCC1. The product is [Cl:1][C:2]1[C:3]([O:12][C:13]2[CH:18]=[C:17]([O:19][CH:20]([CH3:22])[CH3:21])[CH:16]=[CH:15][C:14]=2/[CH:23]=[CH:24]/[C:25]([NH:36][S:33]([CH2:32][CH2:31][CH2:30][O:29][CH3:28])(=[O:35])=[O:34])=[O:27])=[N:4][CH:5]=[C:6]([C:8]([F:10])([F:11])[F:9])[CH:7]=1. The yield is 0.370.